From a dataset of Catalyst prediction with 721,799 reactions and 888 catalyst types from USPTO. Predict which catalyst facilitates the given reaction. (1) Reactant: CC(C)([O-])C.[K+].C([O:9][C:10](=O)[CH2:11][C:12](C1OC=CC=1)=O)C.[N:20]1[CH:25]=[CH:24][CH:23]=[CH:22][C:21]=1[C:26]([NH2:28])=[NH:27]. Product: [N:20]1[CH:25]=[CH:24][CH:23]=[CH:22][C:21]=1[C:26]1[N:28]=[C:10]([OH:9])[CH:11]=[CH:12][N:27]=1. The catalyst class is: 51. (2) The catalyst class is: 2. Product: [Cl:28][C:25]1[CH:26]=[CH:27][C:22]([N:20]2[CH:21]=[C:17]([C:15]([NH:14][C@H:10]3[CH2:11][CH2:12][CH2:13][C@@H:9]3[OH:8])=[O:16])[N:18]=[C:19]2[C:29]2[CH:34]=[CH:33][C:32]([Cl:35])=[CH:31][C:30]=2[Cl:36])=[CH:23][CH:24]=1. Reactant: C([O:8][C@H:9]1[CH2:13][CH2:12][CH2:11][C@@H:10]1[NH:14][C:15]([C:17]1[N:18]=[C:19]([C:29]2[CH:34]=[CH:33][C:32]([Cl:35])=[CH:31][C:30]=2[Cl:36])[N:20]([C:22]2[CH:27]=[CH:26][C:25]([Cl:28])=[CH:24][CH:23]=2)[CH:21]=1)=[O:16])C1C=CC=CC=1.[Si](I)(C)(C)C.O. (3) Reactant: FC(F)(F)C([O-])=O.[CH3:8][O:9][C:10]1[CH:11]([CH2:25][CH2:26][NH3+:27])[CH2:12][C:13](=[O:24])[C:14]=1[C:15]1[C:20]([CH3:21])=[CH:19][C:18]([CH3:22])=[CH:17][C:16]=1[CH3:23].[Br:28][C:29]1[CH:30]=[CH:31][C:32]([C:35](OC2C(F)=C(F)C(F)=C(F)C=2F)=[O:36])=[N:33][CH:34]=1.C(N(CC)CC)C. Product: [Br:28][C:29]1[CH:30]=[CH:31][C:32]([C:35]([NH:27][CH2:26][CH2:25][CH:11]2[CH2:12][C:13](=[O:24])[C:14]([C:15]3[C:20]([CH3:21])=[CH:19][C:18]([CH3:22])=[CH:17][C:16]=3[CH3:23])=[C:10]2[O:9][CH3:8])=[O:36])=[N:33][CH:34]=1. The catalyst class is: 4.